Dataset: Reaction yield outcomes from USPTO patents with 853,638 reactions. Task: Predict the reaction yield, written as a fraction of the theoretical maximum amount of product (1.0 means a 100% yield; for example, 0.34 means a 34% yield). (1) The reactants are [Br:1][C:2]1[CH:6]=[CH:5][O:4][C:3]=1[C:7]1[O:11][N:10]=[C:9]([C:12]2[CH:17]=[CH:16][C:15]([Cl:18])=[CH:14][CH:13]=2)[N:8]=1.C([N-]C(C)C)(C)C.[Li+].CN([CH:30]=[O:31])C.C(=O)=O. The yield is 0.600. The product is [Br:1][C:2]1[CH:6]=[C:5]([CH:30]=[O:31])[O:4][C:3]=1[C:7]1[O:11][N:10]=[C:9]([C:12]2[CH:13]=[CH:14][C:15]([Cl:18])=[CH:16][CH:17]=2)[N:8]=1. The catalyst is O1CCCC1. (2) The reactants are [C:1]([C:5]1[CH:14]=[CH:13][C:8]([C:9]([O:11]C)=[O:10])=[CH:7][C:6]=1[C:15]#[N:16])([CH3:4])([CH3:3])[CH3:2].[Li+].[OH-]. The catalyst is O1CCOCC1. The product is [C:1]([C:5]1[CH:14]=[CH:13][C:8]([C:9]([OH:11])=[O:10])=[CH:7][C:6]=1[C:15]#[N:16])([CH3:4])([CH3:2])[CH3:3]. The yield is 0.980. (3) The reactants are ClC1C=CC(C(=O)CC(=O)C(F)(F)F)=CC=1.NC1C=CNN=1.[Cl:23][C:24]1[CH:29]=[CH:28][C:27]([C:30]2[CH:35]=[C:34]([C:36]([F:39])([F:38])[F:37])[N:33]3[N:40]=[CH:41][CH:42]=[C:32]3[N:31]=2)=[CH:26][CH:25]=1.C([O-])(=O)C.[Na+].[I:48]Cl. The catalyst is C(O)(=O)C.O.CCOC(C)=O. The product is [Cl:23][C:24]1[CH:29]=[CH:28][C:27]([C:30]2[CH:35]=[C:34]([C:36]([F:37])([F:39])[F:38])[N:33]3[N:40]=[CH:41][C:42]([I:48])=[C:32]3[N:31]=2)=[CH:26][CH:25]=1. The yield is 0.980. (4) The reactants are [F:1][C:2]([F:7])([F:6])[C:3]([OH:5])=[O:4].[F:8][C:9]([F:14])([F:13])[C:10]([OH:12])=[O:11].[F:15][C:16]([F:21])([F:20])[C:17]([OH:19])=[O:18].[Cl:22][C:23]1[CH:24]=[N:25][C:26]2[NH:27][C:28]3[CH:29]=[N:30][CH:31]=[C:32]([CH:54]=3)[CH2:33][CH2:34][C:35]3[CH:43]=[C:39]([NH:40][C:41]=1[N:42]=2)[CH:38]=[CH:37][C:36]=3[NH:44][C:45](=[O:53])[CH2:46][CH:47]1[CH2:52][CH2:51][NH:50][CH2:49][CH2:48]1.Br[CH:56]([CH3:58])[CH3:57]. No catalyst specified. The product is [F:1][C:2]([F:7])([F:6])[C:3]([OH:5])=[O:4].[F:8][C:9]([F:14])([F:13])[C:10]([OH:12])=[O:11].[F:15][C:16]([F:21])([F:20])[C:17]([OH:19])=[O:18].[Cl:22][C:23]1[CH:24]=[N:25][C:26]2[NH:27][C:28]3[CH:29]=[N:30][CH:31]=[C:32]([CH:54]=3)[CH2:33][CH2:34][C:35]3[CH:43]=[C:39]([NH:40][C:41]=1[N:42]=2)[CH:38]=[CH:37][C:36]=3[NH:44][C:45](=[O:53])[CH2:46][CH:47]1[CH2:52][CH2:51][N:50]([CH:56]([CH3:58])[CH3:57])[CH2:49][CH2:48]1. The yield is 0.280. (5) The reactants are Br[C:2]1[CH:18]=[C:17]([CH3:19])[C:5]2[N:6]=[C:7]([NH:10][C:11]3[CH:16]=[CH:15][CH:14]=[CH:13][CH:12]=3)[N:8]=[N:9][C:4]=2[CH:3]=1.[CH3:20][C:21]1[CH:26]=[C:25]([CH3:27])[CH:24]=[C:23]([CH3:28])[C:22]=1B(O)O.C(=O)([O-])[O-].[K+].[K+].C1(P(C2C=CC=CC=2)C2C=CC=CC=2)C=CC=CC=1. The catalyst is CN(C)C(=O)C.C(O)C.O.[Pd].[Pd].C(=CC(C=CC1C=CC=CC=1)=O)C1C=CC=CC=1.C(=CC(C=CC1C=CC=CC=1)=O)C1C=CC=CC=1.C(=CC(C=CC1C=CC=CC=1)=O)C1C=CC=CC=1. The product is [CH3:19][C:17]1[C:5]2[N:6]=[C:7]([NH:10][C:11]3[CH:16]=[CH:15][CH:14]=[CH:13][CH:12]=3)[N:8]=[N:9][C:4]=2[CH:3]=[C:2]([C:22]2[C:23]([CH3:28])=[CH:24][C:25]([CH3:27])=[CH:26][C:21]=2[CH3:20])[CH:18]=1. The yield is 0.268. (6) The reactants are [C:1](Cl)(=[O:8])[C:2]1[CH:7]=[CH:6][CH:5]=[CH:4][CH:3]=1.[CH3:10][C:11]1[CH:25]=[CH:24][C:14]([C:15]([N:17]2[CH2:22][CH2:21][CH2:20][C@@H:19]([NH2:23])[CH2:18]2)=[O:16])=[CH:13][CH:12]=1.[OH-].[Na+].[Cl-].[Na+]. The catalyst is ClC1C=CC=CC=1. The product is [CH3:10][C:11]1[CH:12]=[CH:13][C:14]([C:15]([N:17]2[CH2:22][CH2:21][CH2:20][C@@H:19]([NH:23][C:1](=[O:8])[C:2]3[CH:7]=[CH:6][CH:5]=[CH:4][CH:3]=3)[CH2:18]2)=[O:16])=[CH:24][CH:25]=1. The yield is 0.730. (7) The reactants are Br[C:2]1[CH:3]=[C:4]([CH3:28])[C:5]([N:8]2[C:14]3=[N:15][C:16]4[C:21]([Cl:22])=[CH:20][CH:19]=[C:18]([CH:23]([CH2:26][CH3:27])[CH2:24][CH3:25])[C:17]=4[N:13]3[CH2:12][CH2:11][CH2:10][CH2:9]2)=[N:6][CH:7]=1.[CH3:29][N:30]1CCCC1=O. The catalyst is C(OCC)(=O)C.C1C=CC([P]([Pd]([P](C2C=CC=CC=2)(C2C=CC=CC=2)C2C=CC=CC=2)([P](C2C=CC=CC=2)(C2C=CC=CC=2)C2C=CC=CC=2)[P](C2C=CC=CC=2)(C2C=CC=CC=2)C2C=CC=CC=2)(C2C=CC=CC=2)C2C=CC=CC=2)=CC=1.[C-]#N.[Zn+2].[C-]#N. The product is [Cl:22][C:21]1[C:16]2[N:15]=[C:14]3[N:8]([C:5]4[N:6]=[CH:7][C:2]([C:29]#[N:30])=[CH:3][C:4]=4[CH3:28])[CH2:9][CH2:10][CH2:11][CH2:12][N:13]3[C:17]=2[C:18]([CH:23]([CH2:26][CH3:27])[CH2:24][CH3:25])=[CH:19][CH:20]=1. The yield is 0.480.